From a dataset of Drug-target binding data from BindingDB using IC50 measurements. Regression. Given a target protein amino acid sequence and a drug SMILES string, predict the binding affinity score between them. We predict pIC50 (pIC50 = -log10(IC50 in M); higher means more potent). Dataset: bindingdb_ic50. (1) The small molecule is CN[C@@H](C)C(=O)N[C@@H]1C(=O)N(Cc2c(OC)ccc3cc(Br)ccc23)c2ccccc2OC12CCCC2. The pIC50 is 4.3. The target protein sequence is MRHHHHHHRSDAVSSDRNFPNSTNLPRNPSMADYEARIFTFGTWIYSVNKEQLARAGFYALGEGDKVKCFHCGGGLTDWKPSEDPWEQHAKWYPGCKYLLEQKGQEYINNIHLTHSLEECLVRTT. (2) The drug is O=c1oc(Cl)c(Cl)c2ccccc12. The target protein sequence is MRKRAVYFILLFNAFIFVMMTFSGVFSTRDPVLQMLLLLRYGAQYGPRVDAGDWFRLITALFVHGGILHILFNSYALYYFGLIVEDIYGTEKFLVGYFFTGIVGNLATHVFYHDTISVGASGAIFGLIGILFAAGFRKDTPFFMKPVTGVSLLPIILINVVYGFLPGTNINNAAHLGGFLSGMLLGYTMSPFSWKRRTLWRVLAIAVVLLVVLSYIFLIRQIPEIDEAIRRFKAG. The pIC50 is 6.0. (3) The drug is CN(C)Cc1ccn2c(-c3ccnc(NCC(C)(C)C)n3)c(-c3ccc(F)cc3)nc2c1. The target protein sequence is MGACSSKAQHQTRDPEPREQQAAQEQKSTGPSGAPNDAPAPAEAERKMSGSSATAPKGEMPTASTGTPEQQQQQQQQQQQQQEQQQHPEHQQSEKQQQHGEEQQQERKPSQQQQNEEAAAPHKHGGERKVQKAIKQQEDTQAEDARLLGHLEKREKTPSDLSLIRDSLSTNLVCSSLNDAEVEALANAVEFFTFKKGDVVTKQGESGSYFFIVHSGEFEVIVNDKVVNKILTGQAFGEISLIHNSARTATIKTLSEDAALWGVQRQVFRETLKQLSSRNFAENRQFLASVKFFEMLTEAQKNVITNALVVQSFQPGQAIVKEGEKGDVLYILKSGKALVSIKNKEVRVLQRGEYFGERALLYDEPRSATITAEEPTVCVSIGRDLLDRVLGNLQHVLFRNIMLEALQQSKVFASFPTEQLSRLIGSVVVKDYPENYIILDRENRTRASASALFSAQGVRFFFVLEGEVSVFAYKDKSSSSSSSSSSSSSSSSAEGEMELH.... The pIC50 is 9.6.